From a dataset of Full USPTO retrosynthesis dataset with 1.9M reactions from patents (1976-2016). Predict the reactants needed to synthesize the given product. (1) The reactants are: [Cl:1][C:2]1[CH:3]=[N+:4]([O-:38])[CH:5]=[C:6]([Cl:37])[C:7]=1[CH2:8][C@@H:9]([C:22]1[CH:27]=[CH:26][C:25]([O:28][CH:29]([F:31])[F:30])=[C:24]([O:32][CH2:33][CH:34]2[CH2:36][CH2:35]2)[CH:23]=1)[O:10][C:11](=[O:21])[C:12]1[CH:17]=[CH:16][C:15]([O:18][CH3:19])=[C:14]([OH:20])[CH:13]=1.[C:39]([NH:46][C@H:47]([C:51](O)=[O:52])[CH:48]([CH3:50])[CH3:49])([O:41][C:42]([CH3:45])([CH3:44])[CH3:43])=[O:40]. Given the product [C:42]([O:41][C:39]([NH:46][C@@H:47]([CH:48]([CH3:50])[CH3:49])[C:51]([O:20][C:14]1[CH:13]=[C:12]([CH:17]=[CH:16][C:15]=1[O:18][CH3:19])[C:11]([O:10][C@H:9]([C:22]1[CH:27]=[CH:26][C:25]([O:28][CH:29]([F:31])[F:30])=[C:24]([O:32][CH2:33][CH:34]2[CH2:36][CH2:35]2)[CH:23]=1)[CH2:8][C:7]1[C:2]([Cl:1])=[CH:3][N+:4]([O-:38])=[CH:5][C:6]=1[Cl:37])=[O:21])=[O:52])=[O:40])([CH3:45])([CH3:44])[CH3:43], predict the reactants needed to synthesize it. (2) The reactants are: [NH2:1][C:2]1[N:3]=[N:4][N:5]([CH2:7][C:8]#[N:9])[N:6]=1.[C:10]1([CH:16]([C:20]2[CH:25]=[CH:24][CH:23]=[CH:22][CH:21]=2)[C:17](Cl)=[O:18])[CH:15]=[CH:14][CH:13]=[CH:12][CH:11]=1. Given the product [C:8]([CH2:7][N:5]1[N:4]=[N:3][C:2]([NH:1][C:17](=[O:18])[CH:16]([C:10]2[CH:15]=[CH:14][CH:13]=[CH:12][CH:11]=2)[C:20]2[CH:25]=[CH:24][CH:23]=[CH:22][CH:21]=2)=[N:6]1)#[N:9], predict the reactants needed to synthesize it. (3) Given the product [Cl:1][C:2]1[S:3][C:4]([S:16]([NH:17][C:18]2[CH:23]=[CH:22][C:21]([C:24]([O:26][CH3:27])=[O:25])=[C:20]([OH:28])[CH:19]=2)(=[O:30])=[O:29])=[CH:5][C:6]=1[C:7]1[CH:15]=[CH:14][CH:13]=[C:9]([C:10]([O:12][CH3:31])=[O:11])[CH:8]=1, predict the reactants needed to synthesize it. The reactants are: [Cl:1][C:2]1[S:3][C:4]([S:16](=[O:30])(=[O:29])[NH:17][C:18]2[CH:23]=[CH:22][C:21]([C:24]([O:26][CH3:27])=[O:25])=[C:20]([OH:28])[CH:19]=2)=[CH:5][C:6]=1[C:7]1[CH:8]=[C:9]([CH:13]=[CH:14][CH:15]=1)[C:10]([OH:12])=[O:11].[C:31](N1C=CN=C1)(N1C=CN=C1)=O.N1C=CC=CC=1.CO.